Dataset: Peptide-MHC class II binding affinity with 134,281 pairs from IEDB. Task: Regression. Given a peptide amino acid sequence and an MHC pseudo amino acid sequence, predict their binding affinity value. This is MHC class II binding data. (1) The peptide sequence is IPAGELQIIDKIDAA. The binding affinity (normalized) is 0.541. The MHC is DRB1_1201 with pseudo-sequence DRB1_1201. (2) The peptide sequence is IGRGRVSPGNGWMIK. The MHC is HLA-DQA10501-DQB10302 with pseudo-sequence HLA-DQA10501-DQB10302. The binding affinity (normalized) is 0.219. (3) The peptide sequence is YQLAVTIMAISCVPN. The MHC is DRB1_0802 with pseudo-sequence DRB1_0802. The binding affinity (normalized) is 0.643. (4) The peptide sequence is GVDYTITVYAVTYYK. The MHC is DRB1_1101 with pseudo-sequence DRB1_1101. The binding affinity (normalized) is 0.243. (5) The peptide sequence is GELQIVDKIDADFKI. The MHC is DRB5_0101 with pseudo-sequence DRB5_0101. The binding affinity (normalized) is 0.439. (6) The peptide sequence is SGILQLFVFLVLAGR. The MHC is DRB1_0405 with pseudo-sequence DRB1_0405. The binding affinity (normalized) is 0.390.